Dataset: Catalyst prediction with 721,799 reactions and 888 catalyst types from USPTO. Task: Predict which catalyst facilitates the given reaction. (1) Reactant: Br[C:2]1[C:3]([NH:9][CH2:10][C:11]([O:13]CC)=O)=[N:4][CH:5]=[C:6]([Br:8])[N:7]=1.Cl.[CH2:17]([NH2:19])[CH3:18].C(N(CC)C(C)C)(C)C.C(OCC)(=O)C.O. Product: [Br:8][C:6]1[N:7]=[C:2]2[N:19]([CH2:17][CH3:18])[C:11](=[O:13])[CH2:10][NH:9][C:3]2=[N:4][CH:5]=1. The catalyst class is: 37. (2) Reactant: [Br:1][C:2]1[N:7]=[C:6]([NH:8][CH2:9][CH:10]2[CH2:15][CH2:14][O:13][CH2:12][CH2:11]2)[C:5]([Cl:16])=[CH:4][C:3]=1[Cl:17].BrC1N=C(NCC2CCOCC2)C(Cl)=CC=1.C1C(=O)N(Cl)C(=O)C1. Product: [Br:1][C:2]1[N:7]=[C:6]([NH:8][CH2:9][CH:10]2[CH2:11][CH2:12][O:13][CH2:14][CH2:15]2)[C:5]([Cl:16])=[CH:4][C:3]=1[Cl:17]. The catalyst class is: 10.